From a dataset of Reaction yield outcomes from USPTO patents with 853,638 reactions. Predict the reaction yield, written as a fraction of the theoretical maximum amount of product (1.0 means a 100% yield; for example, 0.34 means a 34% yield). (1) The reactants are Cl.[NH2:2][C@@H:3]1[CH2:7][C@H:6]([CH2:8][OH:9])[C@@H:5]([OH:10])[C@H:4]1[OH:11].[Cl:12][C:13]1[CH:18]=[C:17](Cl)[N:16]=[CH:15][N:14]=1.CCN(CC)CC. The catalyst is CCO. The product is [Cl:12][C:13]1[N:14]=[CH:15][N:16]=[C:17]([NH:2][C@@H:3]2[CH2:7][C@H:6]([CH2:8][OH:9])[C@@H:5]([OH:10])[C@H:4]2[OH:11])[CH:18]=1. The yield is 0.900. (2) The reactants are Cl.[CH3:2][C@@H:3]1[C:8](=[O:9])[NH:7][C:6]2[CH:10]=[C:11]([CH2:14][NH2:15])[CH:12]=[CH:13][C:5]=2[O:4]1.[F:16][C:17]([F:23])([F:22])[CH2:18][CH2:19][CH:20]=O.C(N(CC)CC)C.[BH4-].[Na+]. The catalyst is C(OCC)(=O)C.O.O1CCCC1.CO. The product is [CH3:2][C@@H:3]1[C:8](=[O:9])[NH:7][C:6]2[CH:10]=[C:11]([CH2:14][NH:15][CH2:20][CH2:19][CH2:18][C:17]([F:23])([F:22])[F:16])[CH:12]=[CH:13][C:5]=2[O:4]1. The yield is 0.550. (3) The product is [CH2:3]([C:7]1[N:8]=[N:9][C:10]([O:26][CH2:27][CH2:28][C@H:29]2[CH2:34][CH2:33][CH2:32][CH2:31][N:30]2[CH3:37])=[CH:11][C:12]=1[C:13]1[CH:14]=[CH:15][C:16]([O:19][CH:20]2[CH2:25][CH2:24][CH2:23][CH2:22][CH2:21]2)=[CH:17][CH:18]=1)[CH2:4][CH2:5][CH3:6]. The reactants are Cl.Cl.[CH2:3]([C:7]1[N:8]=[N:9][C:10]([O:26][CH2:27][CH2:28][C@H:29]2[CH2:34][CH2:33][CH2:32][CH2:31][NH:30]2)=[CH:11][C:12]=1[C:13]1[CH:18]=[CH:17][C:16]([O:19][CH:20]2[CH2:25][CH2:24][CH2:23][CH2:22][CH2:21]2)=[CH:15][CH:14]=1)[CH2:4][CH2:5][CH3:6].C=O.[C:37](O[BH-](OC(=O)C)OC(=O)C)(=O)C. The yield is 0.730. The catalyst is C(Cl)Cl.